From a dataset of Forward reaction prediction with 1.9M reactions from USPTO patents (1976-2016). Predict the product of the given reaction. Given the reactants [CH:1]([N:4]1[C:8]([C:9]2[CH:14]=[CH:13][N:12]=[C:11]([NH:15][C:16]3[CH:26]=[CH:25][C:19]([C:20]([O:22]CC)=[O:21])=[CH:18][CH:17]=3)[N:10]=2)=[CH:7][N:6]=[C:5]1[CH3:27])([CH3:3])[CH3:2].[OH-].[Na+:29], predict the reaction product. The product is: [Na+:29].[CH:1]([N:4]1[C:8]([C:9]2[CH:14]=[CH:13][N:12]=[C:11]([NH:15][C:16]3[CH:26]=[CH:25][C:19]([C:20]([O-:22])=[O:21])=[CH:18][CH:17]=3)[N:10]=2)=[CH:7][N:6]=[C:5]1[CH3:27])([CH3:3])[CH3:2].